This data is from Peptide-MHC class I binding affinity with 185,985 pairs from IEDB/IMGT. The task is: Regression. Given a peptide amino acid sequence and an MHC pseudo amino acid sequence, predict their binding affinity value. This is MHC class I binding data. (1) The peptide sequence is ALYWALMES. The MHC is HLA-A03:01 with pseudo-sequence HLA-A03:01. The binding affinity (normalized) is 0.0847. (2) The peptide sequence is AMQDPNPEV. The MHC is HLA-A11:01 with pseudo-sequence HLA-A11:01. The binding affinity (normalized) is 0.0847. (3) The peptide sequence is YMIKLAKEV. The MHC is HLA-A02:12 with pseudo-sequence HLA-A02:12. The binding affinity (normalized) is 0.851. (4) The peptide sequence is LWETLRRGGR. The MHC is Mamu-B08 with pseudo-sequence Mamu-B08. The binding affinity (normalized) is 0.